This data is from Retrosynthesis with 50K atom-mapped reactions and 10 reaction types from USPTO. The task is: Predict the reactants needed to synthesize the given product. (1) Given the product CCCCNc1ncc2c(n1)c(C1CCC(O[Si](C)(C)C(C)(C)C)CC1)cn2-c1ccc(CN2CCOCC2)cc1, predict the reactants needed to synthesize it. The reactants are: CCCCNc1ncc2[nH]cc(C3CCC(O[Si](C)(C)C(C)(C)C)CC3)c2n1.Ic1ccc(CN2CCOCC2)cc1. (2) Given the product CC1=CC[C@H](CCC(C)CO)C1(C)C, predict the reactants needed to synthesize it. The reactants are: CC1=CC[C@H](CCC(C)C=O)C1(C)C. (3) The reactants are: CC(C)=CCCC(C)CC=O.Nc1cccc2ccccc12. Given the product CC(C)=CCCC(C)CCNc1cccc2ccccc12, predict the reactants needed to synthesize it. (4) Given the product Cc1nn(CCO)c(C)c1[N+](=O)[O-], predict the reactants needed to synthesize it. The reactants are: Cc1n[nH]c(C)c1[N+](=O)[O-].OCCBr. (5) Given the product Cc1ccc(C(=O)NC2CC2)cc1-c1ccc2c(=O)n(CC3CCC3)ccc2c1, predict the reactants needed to synthesize it. The reactants are: BrCC1CCC1.Cc1ccc(C(=O)NC2CC2)cc1-c1ccc2c(=O)[nH]ccc2c1.